Dataset: Forward reaction prediction with 1.9M reactions from USPTO patents (1976-2016). Task: Predict the product of the given reaction. (1) Given the reactants Cl.O1CCOCC1.[C:8]([N:11]1[CH2:16][CH2:15][CH:14]([CH2:17][O:18][C:19]2[CH:20]=[C:21]([C@H:25]([OH:36])[CH2:26][CH2:27][NH:28]C(=O)OC(C)(C)C)[CH:22]=[CH:23][CH:24]=2)[CH2:13][CH2:12]1)(=[O:10])[CH3:9], predict the reaction product. The product is: [NH2:28][CH2:27][CH2:26][C@H:25]([C:21]1[CH:20]=[C:19]([CH:24]=[CH:23][CH:22]=1)[O:18][CH2:17][CH:14]1[CH2:15][CH2:16][N:11]([C:8](=[O:10])[CH3:9])[CH2:12][CH2:13]1)[OH:36]. (2) Given the reactants Cl.[CH3:2][S:3]([CH:6]1[CH2:11][CH2:10][NH:9][CH2:8][CH2:7]1)(=[O:5])=[O:4].CC(C)([O-])C.[Na+].Br[C:19]1[CH:27]=[CH:26][CH:25]=[C:24]2[C:20]=1[CH:21]=[CH:22][N:23]2[C:28]1[CH:33]=[CH:32][N:31]=[C:30]([S:34][CH3:35])[N:29]=1, predict the reaction product. The product is: [CH3:2][S:3]([CH:6]1[CH2:11][CH2:10][N:9]([C:19]2[CH:27]=[CH:26][CH:25]=[C:24]3[C:20]=2[CH:21]=[CH:22][N:23]3[C:28]2[CH:33]=[CH:32][N:31]=[C:30]([S:34][CH3:35])[N:29]=2)[CH2:8][CH2:7]1)(=[O:5])=[O:4]. (3) Given the reactants Cl[C:2]1[N:11]=[CH:10][C:9]2[N:8]([CH3:12])[C:7](=[O:13])[C@@H:6]([CH2:14][CH3:15])[N:5]([CH:16]([CH3:18])[CH3:17])[C:4]=2[N:3]=1.[CH2:19]([NH2:22])[CH2:20][NH2:21], predict the reaction product. The product is: [NH2:21][CH2:20][CH2:19][NH:22][C:2]1[N:11]=[CH:10][C:9]2[N:8]([CH3:12])[C:7](=[O:13])[C@@H:6]([CH2:14][CH3:15])[N:5]([CH:16]([CH3:18])[CH3:17])[C:4]=2[N:3]=1. (4) Given the reactants [C:1]([N:8]1[CH2:15][C@H:14]([F:16])[CH2:13][C@H:9]1[C:10]([OH:12])=[O:11])([O:3][C:4]([CH3:7])([CH3:6])[CH3:5])=[O:2].C1CCC(N=C=NC2CCCCC2)CC1.[CH2:32](O)[C:33]1[CH:38]=[CH:37][CH:36]=[CH:35][CH:34]=1, predict the reaction product. The product is: [C:4]([O:3][C:1]([N:8]1[CH2:15][C@H:14]([F:16])[CH2:13][C@H:9]1[C:10]([O:12][CH2:32][C:33]1[CH:38]=[CH:37][CH:36]=[CH:35][CH:34]=1)=[O:11])=[O:2])([CH3:7])([CH3:6])[CH3:5]. (5) The product is: [F:1][C:2]([C:5]1[N:6]=[C:7]([CH2:10][N:11]2[N:15]=[C:14]([NH:16][C:28]([C:24]3[N:25]=[CH:26][O:27][C:23]=3[C:19]3[CH:18]=[C:17]([CH3:31])[CH:22]=[CH:21][CH:20]=3)=[O:29])[CH:13]=[N:12]2)[S:8][CH:9]=1)([F:4])[CH3:3]. Given the reactants [F:1][C:2]([C:5]1[N:6]=[C:7]([CH2:10][N:11]2[N:15]=[C:14]([NH2:16])[CH:13]=[N:12]2)[S:8][CH:9]=1)([F:4])[CH3:3].[C:17]1([CH3:31])[CH:22]=[CH:21][CH:20]=[C:19]([C:23]2[O:27][CH:26]=[N:25][C:24]=2[C:28](O)=[O:29])[CH:18]=1, predict the reaction product. (6) Given the reactants [C:1]([N:4]1[CH2:9][CH2:8][N:7](C(OC(C)(C)C)=O)[CH2:6][CH2:5]1)(=[O:3])[NH2:2].[F:17][C:18]([F:23])([F:22])[C:19]([OH:21])=[O:20], predict the reaction product. The product is: [F:17][C:18]([F:23])([F:22])[C:19]([OH:21])=[O:20].[N:4]1([C:1]([NH2:2])=[O:3])[CH2:9][CH2:8][NH:7][CH2:6][CH2:5]1. (7) Given the reactants [NH2:1][C:2]1[C:3]([Cl:19])=[N:4][C:5]([CH3:18])=[C:6]([CH3:17])[C:7]=1[NH:8][NH:9][C:10]([O:12][C:13]([CH3:16])([CH3:15])[CH3:14])=[O:11].[C:20](OCC)(OCC)(OCC)[CH3:21].Cl.N1C=CC=CC=1, predict the reaction product. The product is: [Cl:19][C:3]1[C:2]2[N:1]=[C:20]([CH3:21])[N:8]([NH:9][C:10](=[O:11])[O:12][C:13]([CH3:14])([CH3:15])[CH3:16])[C:7]=2[C:6]([CH3:17])=[C:5]([CH3:18])[N:4]=1.